Dataset: NCI-60 drug combinations with 297,098 pairs across 59 cell lines. Task: Regression. Given two drug SMILES strings and cell line genomic features, predict the synergy score measuring deviation from expected non-interaction effect. (1) Drug 1: CC1=CC2C(CCC3(C2CCC3(C(=O)C)OC(=O)C)C)C4(C1=CC(=O)CC4)C. Drug 2: C1=NNC2=C1C(=O)NC=N2. Cell line: KM12. Synergy scores: CSS=10.5, Synergy_ZIP=0.888, Synergy_Bliss=5.20, Synergy_Loewe=5.77, Synergy_HSA=6.43. (2) Drug 1: CNC(=O)C1=CC=CC=C1SC2=CC3=C(C=C2)C(=NN3)C=CC4=CC=CC=N4. Drug 2: COC1=NC(=NC2=C1N=CN2C3C(C(C(O3)CO)O)O)N. Cell line: UACC-257. Synergy scores: CSS=-1.63, Synergy_ZIP=2.41, Synergy_Bliss=1.73, Synergy_Loewe=-1.67, Synergy_HSA=-0.760. (3) Drug 1: C1C(C(OC1N2C=NC3=C(N=C(N=C32)Cl)N)CO)O. Drug 2: CCCCCOC(=O)NC1=NC(=O)N(C=C1F)C2C(C(C(O2)C)O)O. Cell line: OVCAR-8. Synergy scores: CSS=0.977, Synergy_ZIP=5.71, Synergy_Bliss=1.80, Synergy_Loewe=-0.0571, Synergy_HSA=-0.0514. (4) Drug 1: CC1=CC=C(C=C1)C2=CC(=NN2C3=CC=C(C=C3)S(=O)(=O)N)C(F)(F)F. Drug 2: CC1C(C(CC(O1)OC2CC(CC3=C2C(=C4C(=C3O)C(=O)C5=C(C4=O)C(=CC=C5)OC)O)(C(=O)CO)O)N)O.Cl. Cell line: HCT-15. Synergy scores: CSS=23.0, Synergy_ZIP=-0.843, Synergy_Bliss=4.26, Synergy_Loewe=2.01, Synergy_HSA=4.40. (5) Drug 1: COC1=CC(=CC(=C1O)OC)C2C3C(COC3=O)C(C4=CC5=C(C=C24)OCO5)OC6C(C(C7C(O6)COC(O7)C8=CC=CS8)O)O. Drug 2: C1CCC(CC1)NC(=O)N(CCCl)N=O. Cell line: BT-549. Synergy scores: CSS=27.1, Synergy_ZIP=-14.1, Synergy_Bliss=-12.8, Synergy_Loewe=-18.9, Synergy_HSA=-9.90. (6) Drug 1: CN(C)C1=NC(=NC(=N1)N(C)C)N(C)C. Drug 2: C(CCl)NC(=O)N(CCCl)N=O. Cell line: SF-295. Synergy scores: CSS=8.39, Synergy_ZIP=1.01, Synergy_Bliss=3.07, Synergy_Loewe=3.96, Synergy_HSA=3.93.